From a dataset of Full USPTO retrosynthesis dataset with 1.9M reactions from patents (1976-2016). Predict the reactants needed to synthesize the given product. Given the product [Br:1][C:2]1[C:3]2[N:14]=[C:15]([CH3:16])[S:17][C:4]=2[CH:5]=[C:6]([O:8][C:9]([F:12])([F:11])[F:10])[CH:7]=1, predict the reactants needed to synthesize it. The reactants are: [Br:1][C:2]1[CH:7]=[C:6]([O:8][C:9]([F:12])([F:11])[F:10])[CH:5]=[C:4](Br)[C:3]=1[NH:14][C:15](=[S:17])[CH3:16].CC1C=NC2C(C=1C)=CC=C1C=2N=CC(C)=C1C.C(=O)([O-])[O-].[Cs+].[Cs+].